From a dataset of Full USPTO retrosynthesis dataset with 1.9M reactions from patents (1976-2016). Predict the reactants needed to synthesize the given product. Given the product [K+:20].[C:11]([CH:6]([CH2:7][CH:8]([CH3:10])[CH3:9])[CH2:5][C:4]([O-:18])=[O:3])#[N:12], predict the reactants needed to synthesize it. The reactants are: C([O:3][C:4](=[O:18])[CH:5](CCC(O)=O)[CH:6]([C:11]#[N:12])[CH2:7][CH:8]([CH3:10])[CH3:9])C.[OH-].[K+:20].